Task: Binary Classification. Given a drug SMILES string, predict its activity (active/inactive) in a high-throughput screening assay against a specified biological target.. Dataset: Cav3 T-type calcium channel HTS with 100,875 compounds (1) The compound is Clc1c(C2C(n3ncnc3)C(=O)CC(=O)C2)c(F)ccc1. The result is 0 (inactive). (2) The molecule is n12[nH]cnc2=NC(=CC1c1ccccc1)c1ccc(cc1)C. The result is 0 (inactive).